This data is from Reaction yield outcomes from USPTO patents with 853,638 reactions. The task is: Predict the reaction yield, written as a fraction of the theoretical maximum amount of product (1.0 means a 100% yield; for example, 0.34 means a 34% yield). (1) The reactants are [Cl:1][C:2]1[CH:3]=[C:4]2[C:9](=[C:10]([Cl:12])[CH:11]=1)[CH:8]=[N:7][C:6]([N:13]=[C:14]=S)=[CH:5]2.C(=O)([O-])[O-].[Cs+].[Cs+].Cl.Cl.[NH2:24][CH2:25][C@@:26]1([OH:34])[CH:31]2[CH2:32][CH2:33][N:28]([CH2:29][CH2:30]2)[CH2:27]1.C(N=C=NC(C)C)(C)C. The catalyst is CN(C=O)C. The product is [Cl:1][C:2]1[CH:3]=[C:4]2[C:9](=[C:10]([Cl:12])[CH:11]=1)[CH:8]=[N:7][C:6]([NH:13][C:14]1[O:34][C@:26]3([CH2:25][N:24]=1)[CH:31]1[CH2:32][CH2:33][N:28]([CH2:29][CH2:30]1)[CH2:27]3)=[CH:5]2. The yield is 0.366. (2) The reactants are [OH:1][C:2]1[CH:3]=[C:4]([C:9]([C@@H:11]2[C@:20]3([CH3:21])[C@H:15]([C:16]([CH3:23])([CH3:22])[CH2:17][CH2:18][CH2:19]3)[CH2:14][C:13](=[O:24])[C@H:12]2[CH3:25])=[O:10])[CH:5]=[C:6]([CH3:8])[CH:7]=1.[Li+].[B-](CC)(CC)CC. The product is [OH:1][C:2]1[CH:3]=[C:4]([C:9]([C@@H:11]2[C@:20]3([CH3:21])[CH:15]([C:16]([CH3:23])([CH3:22])[CH2:17][CH2:18][CH2:19]3)[CH2:14][CH:13]([OH:24])[C@@H:12]2[CH3:25])=[O:10])[CH:5]=[C:6]([CH3:8])[CH:7]=1. The yield is 0.370. The catalyst is C1COCC1. (3) The reactants are Cl[C:2]1[N:7]=[C:6]([NH:8][CH2:9][C:10]2[CH:11]=[N:12][CH:13]=[CH:14][CH:15]=2)[C:5]([F:16])=[CH:4][N:3]=1.[NH2:17][C:18]1[CH:19]=[C:20]([OH:24])[CH:21]=[CH:22][CH:23]=1. No catalyst specified. The product is [F:16][C:5]1[C:6]([NH:8][CH2:9][C:10]2[CH:11]=[N:12][CH:13]=[CH:14][CH:15]=2)=[N:7][C:2]([NH:17][C:18]2[CH:23]=[CH:22][CH:21]=[C:20]([OH:24])[CH:19]=2)=[N:3][CH:4]=1. The yield is 0.430. (4) The reactants are [CH3:1][C:2]1([CH3:24])[CH2:11][CH2:10][C:9]([CH3:13])([CH3:12])[C:8]2[CH:7]=[C:6]([NH:14][C:15](=O)[CH2:16][C:17]3[CH:22]=[CH:21][CH:20]=[CH:19][CH:18]=3)[CH:5]=[CH:4][C:3]1=2.[H-].[Al+3].[Li+].[H-].[H-].[H-]. The catalyst is C(OCC)C. The product is [CH2:15]([NH:14][C:6]1[CH:5]=[CH:4][C:3]2[C:2]([CH3:24])([CH3:1])[CH2:11][CH2:10][C:9]([CH3:13])([CH3:12])[C:8]=2[CH:7]=1)[CH2:16][C:17]1[CH:18]=[CH:19][CH:20]=[CH:21][CH:22]=1. The yield is 0.820. (5) The reactants are [CH:1]([NH:4][C@@H:5]1[CH2:10][CH2:9][C@H:8]([N:11]2[CH2:15][CH2:14][C@H:13]([CH2:16][C:17]3([C:22]4[CH:27]=[CH:26][CH:25]=[C:24]([C:28]([F:31])([F:30])[F:29])[CH:23]=4)[O:21][CH2:20][CH2:19][O:18]3)[C:12]2=[O:32])[C@H:7]([CH2:33][S:34]([C:37]2[CH:42]=[CH:41][CH:40]=[CH:39][CH:38]=2)(=[O:36])=[O:35])[CH2:6]1)([CH3:3])[CH3:2].C=O.[C:45]([BH3-])#N.[Na+]. The catalyst is CO.CCOC(C)=O. The product is [CH:1]([N:4]([CH3:45])[C@@H:5]1[CH2:10][CH2:9][C@H:8]([N:11]2[CH2:15][CH2:14][C@H:13]([CH2:16][C:17]3([C:22]4[CH:27]=[CH:26][CH:25]=[C:24]([C:28]([F:31])([F:29])[F:30])[CH:23]=4)[O:21][CH2:20][CH2:19][O:18]3)[C:12]2=[O:32])[C@H:7]([CH2:33][S:34]([C:37]2[CH:42]=[CH:41][CH:40]=[CH:39][CH:38]=2)(=[O:35])=[O:36])[CH2:6]1)([CH3:3])[CH3:2]. The yield is 0.740. (6) The reactants are Br[C:2]1[NH:11][C:5]2=[N:6][CH:7]=[CH:8][C:9]([Cl:10])=[C:4]2[N:3]=1.O1C[CH2:16][CH:15]([N:18]2[CH:22]=[C:21](B3OC(C)(C)C(C)(C)O3)[CH:20]=[N:19]2)CC1.C(=O)([O-])[O-].[Na+].[Na+].[C:38]([O-:41])(=O)[CH3:39].[Na+].[C:43](#[N:45])[CH3:44].C1(P(C2C=CC=CC=2)C2C=CC=CC=2)CCCC1. The catalyst is Cl[Pd]Cl.[Fe].ClCCl. The product is [Cl:10][C:9]1[CH:8]=[CH:7][N:6]=[C:5]2[NH:11][C:2]([C:21]3[CH:20]=[N:19][N:18]([CH2:15][CH2:16][N:45]4[CH2:39][CH2:38][O:41][CH2:44][CH2:43]4)[CH:22]=3)=[N:3][C:4]=12. The yield is 0.870. (7) The reactants are [CH3:1][O:2][C:3]1[CH:8]=[CH:7][C:6]([CH2:9][NH2:10])=[CH:5][CH:4]=1.[OH-].[Na+].[Br:13][CH2:14][CH2:15][CH2:16][CH2:17][CH2:18][C:19](Cl)=[O:20]. The catalyst is C(Cl)Cl. The product is [Br:13][CH2:14][CH2:15][CH2:16][CH2:17][CH2:18][C:19]([NH:10][CH2:9][C:6]1[CH:7]=[CH:8][C:3]([O:2][CH3:1])=[CH:4][CH:5]=1)=[O:20]. The yield is 0.650. (8) The reactants are [Li+].[OH-].[C:3]([O:7][C:8]([NH:10][C@H:11]1[C:19]2[C:14](=[CH:15][CH:16]=[C:17]([C:20]([O:22]C)=[O:21])[CH:18]=2)[CH2:13][CH2:12]1)=[O:9])([CH3:6])([CH3:5])[CH3:4]. The catalyst is O.CO.C1COCC1. The product is [C:3]([O:7][C:8]([NH:10][C@H:11]1[C:19]2[C:14](=[CH:15][CH:16]=[C:17]([C:20]([OH:22])=[O:21])[CH:18]=2)[CH2:13][CH2:12]1)=[O:9])([CH3:6])([CH3:4])[CH3:5]. The yield is 0.700. (9) The reactants are [NH2:1][C:2]1[N:7]=[C:6]([N:8]([CH3:15])[C:9]2[CH:14]=[CH:13][CH:12]=[CH:11][CH:10]=2)[N:5]=[C:4]([C:16]2[N:20]=[C:19]([N:21]3[CH2:24][CH:23](O)[CH2:22]3)[O:18][N:17]=2)[N:3]=1.CCN(C(C)C)C(C)C.CN([C:53]1[CH:58]=[CH:57][CH:56]=[CH:55][CH:54]=1)C1N=C(N)N=C(C2N=C(C(Cl)(Cl)Cl)ON=2)N=1.FC(F)(F)[C:61](O)=[O:62]. The catalyst is C(Cl)Cl.CN(C=O)C.CCOC(C)=O. The product is [CH3:15][N:8]([C:9]1[CH:14]=[CH:13][CH:12]=[CH:11][CH:10]=1)[C:6]1[N:7]=[C:2]([NH2:1])[N:3]=[C:4]([C:16]2[N:20]=[C:19]([N:21]3[CH2:24][CH:23]([CH2:61][O:62][C:53]4[CH:54]=[CH:55][CH:56]=[CH:57][CH:58]=4)[CH2:22]3)[O:18][N:17]=2)[N:5]=1. The yield is 0.0700. (10) No catalyst specified. The yield is 0.810. The product is [Br:1][C:2]1[CH:3]=[C:4]([C:8]([F:11])=[CH:9][N:10]=1)[C:5]([O:7][CH3:16])=[O:6]. The reactants are [Br:1][C:2]1[CH:3]=[C:4]([C:8]([F:11])=[CH:9][N:10]=1)[C:5]([OH:7])=[O:6].S(Cl)(Cl)=O.[CH3:16]O.